Predict the product of the given reaction. From a dataset of Forward reaction prediction with 1.9M reactions from USPTO patents (1976-2016). Given the reactants [CH3:1][Si](C=[N+]=[N-])(C)C.[C:8]([CH2:12][CH2:13][C:14](Cl)=[O:15])([O:10][CH3:11])=[O:9].[BrH:17], predict the reaction product. The product is: [CH3:11][O:10][C:8](=[O:9])[CH2:12][CH2:13][C:14](=[O:15])[CH2:1][Br:17].